From a dataset of Full USPTO retrosynthesis dataset with 1.9M reactions from patents (1976-2016). Predict the reactants needed to synthesize the given product. (1) Given the product [CH3:4][C:3]1[N:7]=[C:8]2[CH:13]=[CH:12][C:11]([N+:14]([O-:16])=[O:15])=[CH:10][N:9]2[C:2]=1[CH3:6], predict the reactants needed to synthesize it. The reactants are: Br[CH:2]([CH3:6])[C:3](=O)[CH3:4].[NH2:7][C:8]1[CH:13]=[CH:12][C:11]([N+:14]([O-:16])=[O:15])=[CH:10][N:9]=1. (2) Given the product [Cl:28][C:23]1[CH:22]=[C:21]([CH:26]=[CH:25][C:24]=1[F:27])[CH2:20][N:11]1[CH2:10][CH2:9][C:8]2[C:7]([C:29]([N:31]([CH3:33])[CH3:32])=[O:30])=[N:6][C:5]([OH:4])=[C:14]([OH:15])[C:13]=2[C:12]1=[O:19], predict the reactants needed to synthesize it. The reactants are: C([O:4][C:5]1[N:6]=[C:7]([C:29]([N:31]([CH3:33])[CH3:32])=[O:30])[C:8]2[CH2:9][CH2:10][N:11]([CH2:20][C:21]3[CH:26]=[CH:25][C:24]([F:27])=[C:23]([Cl:28])[CH:22]=3)[C:12](=[O:19])[C:13]=2[C:14]=1[O:15]C(=O)C)(=O)C.C[O-].[Na+].Cl. (3) Given the product [CH:16]([CH:10]([CH2:9][C:3]1[CH:8]=[CH:7][CH:6]=[CH:5][CH:4]=1)[C:11]([O:13][CH2:14][CH3:15])=[O:12])=[O:17], predict the reactants needed to synthesize it. The reactants are: [H-].[Na+].[C:3]1([CH2:9][CH2:10][C:11]([O:13][CH2:14][CH3:15])=[O:12])[CH:8]=[CH:7][CH:6]=[CH:5][CH:4]=1.[CH:16](OCC)=[O:17].C(O)(=O)C. (4) Given the product [CH:30]12[NH:32][CH:27]([CH2:28][CH2:29]1)[CH2:26][CH:25]([C:22]1[N:21]=[C:20]([NH:19][C:10]3[C:9]([O:8][C:7]4[C:2]([CH3:1])=[N:3][CH:4]=[CH:5][CH:6]=4)=[CH:14][C:13]([C:15]([F:16])([F:17])[F:18])=[CH:12][N:11]=3)[S:24][N:23]=1)[CH2:31]2, predict the reactants needed to synthesize it. The reactants are: [CH3:1][C:2]1[C:7]([O:8][C:9]2[C:10]([NH:19][C:20]3[S:24][N:23]=[C:22]([CH:25]4[CH2:31][CH:30]5[N:32](C(OCC)=O)[CH:27]([CH2:28][CH2:29]5)[CH2:26]4)[N:21]=3)=[N:11][CH:12]=[C:13]([C:15]([F:18])([F:17])[F:16])[CH:14]=2)=[CH:6][CH:5]=[CH:4][N:3]=1.[OH-].[K+]. (5) The reactants are: [CH:1]1([C:6]2[CH:7]=[CH:8][C:9]([C:17]([OH:19])=O)=[N:10][C:11]=2[O:12][CH2:13][CH:14]2[CH2:16][CH2:15]2)[CH2:5][CH2:4][CH2:3][CH2:2]1.[CH3:20][C:21]([CH3:29])([C:23]1[N:27]=[C:26]([CH3:28])[O:25][N:24]=1)[NH2:22]. Given the product [CH3:20][C:21]([NH:22][C:17]([C:9]1[CH:8]=[CH:7][C:6]([CH:1]2[CH2:2][CH2:3][CH2:4][CH2:5]2)=[C:11]([O:12][CH2:13][CH:14]2[CH2:15][CH2:16]2)[N:10]=1)=[O:19])([C:23]1[N:27]=[C:26]([CH3:28])[O:25][N:24]=1)[CH3:29], predict the reactants needed to synthesize it. (6) Given the product [CH3:1][O:2][C:3]1[CH:4]=[C:5]2[C:9](=[CH:10][CH:11]=1)[NH:8][C:7](=[O:12])[CH2:6]2, predict the reactants needed to synthesize it. The reactants are: [CH3:1][O:2][C:3]1[CH:4]=[C:5]2[C:9](=[CH:10][CH:11]=1)[NH:8][C:7](=[O:12])[C:6]2=O. (7) Given the product [C:12]([C:13]1[CH:18]=[CH:17][C:16]([CH2:19][C:20]([O:22][CH3:23])=[O:21])=[CH:15][CH:14]=1)#[CH:11], predict the reactants needed to synthesize it. The reactants are: C([O-])([O-])=O.[K+].[K+].C[Si]([C:11]#[C:12][C:13]1[CH:18]=[CH:17][C:16]([CH2:19][C:20]([O:22][CH2:23]C)=[O:21])=[CH:15][CH:14]=1)(C)C.O.